This data is from Catalyst prediction with 721,799 reactions and 888 catalyst types from USPTO. The task is: Predict which catalyst facilitates the given reaction. (1) Reactant: O[CH2:2][CH:3]1[CH2:12][CH2:11][C:10]2[C:5](=[CH:6][CH:7]=[C:8]([N+:13]([O-:15])=[O:14])[CH:9]=2)[NH:4]1.C1(P(C2C=CC=CC=2)C2C=CC=CC=2)C=CC=CC=1.C(Br)(Br)(Br)[Br:36]. Product: [Br:36][CH2:2][CH:3]1[CH2:12][CH2:11][C:10]2[C:5](=[CH:6][CH:7]=[C:8]([N+:13]([O-:15])=[O:14])[CH:9]=2)[NH:4]1. The catalyst class is: 2. (2) Reactant: [NH2:1][C:2]1[CH:7]=[CH:6][CH:5]=[CH:4][C:3]=1[SH:8].[C:9]1([C:15]2[CH:22]=[C:21]([C:23]3[CH:28]=[CH:27][CH:26]=[CH:25][CH:24]=3)[CH:20]=[C:17]([CH:18]=O)[C:16]=2[OH:29])[CH:14]=[CH:13][CH:12]=[CH:11][CH:10]=1. Product: [S:8]1[C:3]2[CH:4]=[CH:5][CH:6]=[CH:7][C:2]=2[N:1]=[C:18]1[C:17]1[CH:20]=[C:21]([C:23]2[CH:28]=[CH:27][CH:26]=[CH:25][CH:24]=2)[CH:22]=[C:15]([C:9]2[CH:10]=[CH:11][CH:12]=[CH:13][CH:14]=2)[C:16]=1[OH:29]. The catalyst class is: 12. (3) Reactant: [CH3:1][O:2][C:3](=[O:39])[CH:4]=[CH:5][CH:6]([NH:24][C:25](=[O:38])[CH2:26][CH2:27][CH2:28][CH2:29][CH2:30][CH2:31][C:32]1[CH:37]=[CH:36][CH:35]=[CH:34][CH:33]=1)[CH2:7][C:8]1[C:16]2[C:11](=[CH:12][CH:13]=[CH:14][CH:15]=2)[N:10]([CH2:17][C:18]2[CH:23]=[CH:22][CH:21]=[CH:20][CH:19]=2)[CH:9]=1. Product: [CH3:1][O:2][C:3](=[O:39])[CH2:4][CH2:5][C@H:6]([NH:24][C:25](=[O:38])[CH2:26][CH2:27][CH2:28][CH2:29][CH2:30][CH2:31][C:32]1[CH:33]=[CH:34][CH:35]=[CH:36][CH:37]=1)[CH2:7][C:8]1[C:16]2[C:11](=[CH:12][CH:13]=[CH:14][CH:15]=2)[N:10]([CH2:17][C:18]2[CH:19]=[CH:20][CH:21]=[CH:22][CH:23]=2)[CH:9]=1. The catalyst class is: 19. (4) Reactant: [CH2:1]([O:4][C:5]1[C:6]([OH:14])=[C:7]([C:11](=[O:13])[CH3:12])[CH:8]=[CH:9][CH:10]=1)[CH:2]=[CH2:3].C(=O)([O-])[O-].[Cs+].[Cs+].[N:21]1([C:27](Cl)=[O:28])[CH2:26][CH2:25][O:24][CH2:23][CH2:22]1. Product: [N:21]1([C:27]([O:14][C:6]2[C:5]([O:4][CH2:1][CH:2]=[CH2:3])=[CH:10][CH:9]=[CH:8][C:7]=2[C:11](=[O:13])[CH3:12])=[O:28])[CH2:26][CH2:25][O:24][CH2:23][CH2:22]1. The catalyst class is: 290.